From a dataset of Experimentally validated miRNA-target interactions with 360,000+ pairs, plus equal number of negative samples. Binary Classification. Given a miRNA mature sequence and a target amino acid sequence, predict their likelihood of interaction. (1) The miRNA is hsa-miR-3665 with sequence AGCAGGUGCGGGGCGGCG. The protein sequence of the target gene is MLSQLAMLQGSLLLVVATMSVAQQTRQEADRGCETLVVQHGHCSYTFLLPKSEPCPPGPEVSRDSNTLQRESLANPLHLGKLPTQQVKQLEQALQNNTQWLKKLERAIKTILRSKLEQVQQQMAQNQTAPMLELGTSLLNQTTAQIRKLTDMEAQLLNQTSRMDAQMPETFLSTNKLENQLLLQRQKLQQLQGQNSALEKRLQALETKQQEELASILSKKAKLLNTLSRQSAALTNIERGLRGVRHNSSLLQDQQHSLRQLLVLLRHLVQERANASAPAFIMAGEQVFQDCAEIQRSGAS.... Result: 1 (interaction). (2) The protein sequence of the target gene is MPTQRDSSTMSHTVACGGGGDHSHQVRVKAYYRGDIMITHFEPSISFEGLCSEVRDMCSFDNEQPFTMKWIDEEGDPCTVSSQLELEEAFRLYELNKDSELLIHVFPCVPERPGMPCPGEDKSIYRRGARRWRKLYCANGHTFQAKRFNRRAHCAICTDRIWGLGRQGYKCINCKLLVHKKCHKLVTIECGRHSLPPEPMMPMDQTMHPDHTQTVIPYNPSSHESLDQVGEEKEAMNTRESGKASSSLGLQDFDLLRVIGRGSYAKVLLVRLKKTDRIYAMKVVKKELVNDDEDIDWVQT.... Result: 0 (no interaction). The miRNA is hsa-miR-517b-3p with sequence AUCGUGCAUCCCUUUAGAGUGU. (3) The miRNA is hsa-miR-4635 with sequence UCUUGAAGUCAGAACCCGCAA. The protein sequence of the target gene is MRFKFPLMAISLEVAMIVLFGLFVEYETPQNASQKNASHQNASQQGNTSSSAKKDQFFQLYPLFQDVHVMIFVGFGFLMTFLKKYGFSGVGFNLFLAALGLQWGTIMQGLLHSHGKEFHFGIYNMINADFSTATVLISFGAVLGKTSPIQMLIMTILEIAVFAGNEYLVTELFEASDTGASMTIHAFGAYFGLAVAGVLYRPGLRCEHPNDESVYHSDLFAMIGTLFLWIFWPSFNSAIADPGDHQYRAIVNTYMSLAACVITAYALSSLVERRGRLDMVHIQNATLAGGVAVGTCADME.... Result: 0 (no interaction). (4) The miRNA is cel-miR-252-5p with sequence AUAAGUAGUAGUGCCGCAGGUAA. The protein sequence of the target gene is MDCCASRGCSVPTGPATTICSSDKSCRCGVCLPSTCPHTVWLLEPTCCDNCPPPCHIPQPCVPTCFLLNSCQPTPGLETLNLTTFTQPCCEPCLPRGC. Result: 0 (no interaction). (5) The miRNA is hsa-miR-21-5p with sequence UAGCUUAUCAGACUGAUGUUGA. The protein sequence of the target gene is MDFSFSFMQGIMGNTIQQPPQLIDSANIRQEDAFDNNSDIAEDGGQTPYEATLQQGFQYPATTEDLPPLTNGYPSSISVYETQTKYQSYNQYPNGSANGFGAVRNFSPTDYYHSEIPNTRPHEILEKPSPPQPPPPPSVPQTVIPKKTGSPEIKLKITKTIQNGRELFESSLCGDLLNEVQASEHTKSKHESRKEKRKKSNKHDSSRSEERKSHKIPKLEPEEQNRPNERVDTVSEKPREEPVLKEEAPVQPILSSVPTTEVSTGVKFQVGDLVWSKVGTYPWWPCMVSSDPQLEVHTKI.... Result: 1 (interaction).